This data is from Catalyst prediction with 721,799 reactions and 888 catalyst types from USPTO. The task is: Predict which catalyst facilitates the given reaction. (1) Reactant: [Cl:1][C:2]1[CH:3]=[C:4]([C:26](=[O:28])[CH3:27])[CH:5]=[CH:6][C:7]=1[N:8]1[C:13]2=[N:14][C:15]3[C:20]([Cl:21])=[CH:19][CH:18]=[C:17]([CH:22]([OH:25])[CH2:23][CH3:24])[C:16]=3[N:12]2[CH2:11][CH2:10][CH2:9]1.[O:29]1CC[CH2:31][CH2:30]1.C(OC(=O)C)(=O)C. Product: [C:30]([O:25][CH:22]([C:17]1[C:16]2[N:12]3[CH2:11][CH2:10][CH2:9][N:8]([C:7]4[CH:6]=[CH:5][C:4]([C:26](=[O:28])[CH3:27])=[CH:3][C:2]=4[Cl:1])[C:13]3=[N:14][C:15]=2[C:20]([Cl:21])=[CH:19][CH:18]=1)[CH2:23][CH3:24])(=[O:29])[CH3:31]. The catalyst class is: 17. (2) Reactant: C([O:9][CH2:10][C:11]1([CH2:17][F:18])[O:16][CH2:15][CH2:14][CH2:13][O:12]1)(=O)C1C=CC=CC=1.[OH-].[Na+].[Cl-].[NH4+]. The catalyst class is: 5. Product: [F:18][CH2:17][C:11]1([CH2:10][OH:9])[O:16][CH2:15][CH2:14][CH2:13][O:12]1. (3) Reactant: [CH3:1][S:2][C:3]1[N:12]=[C:6]2[N:7]=[CH:8][CH:9]=[C:10]([OH:11])[N:5]2[N:4]=1.C(=O)([O-])[O-].[K+].[K+].[Br:19][C:20]1[CH:25]=[CH:24][C:23]([CH2:26]Br)=[CH:22][N:21]=1.O. Product: [Br:19][C:20]1[N:21]=[CH:22][C:23]([CH2:26][N:7]2[CH:8]=[CH:9][C:10](=[O:11])[N:5]3[N:4]=[C:3]([S:2][CH3:1])[N:12]=[C:6]23)=[CH:24][CH:25]=1. The catalyst class is: 42. (4) Reactant: [H-].[Na+].[CH3:3][O:4][C:5]1[CH:21]=[CH:20][C:8]([CH2:9][N:10]2[C:14]3[N:15]=[CH:16][CH:17]=[C:18](O)[C:13]=3[CH:12]=[N:11]2)=[CH:7][CH:6]=1.FC(F)(F)S(N(C1C=CC=CC=1)S(C(F)(F)F)(=O)=O)(=O)=O.[N:43]1([C:49]([O:51][C:52]([CH3:55])([CH3:54])[CH3:53])=[O:50])[CH2:48][CH2:47][NH:46][CH2:45][CH2:44]1.[NH4+].[Cl-]. Product: [CH3:3][O:4][C:5]1[CH:21]=[CH:20][C:8]([CH2:9][N:10]2[C:14]3=[N:15][CH:16]=[CH:17][C:18]([N:46]4[CH2:45][CH2:44][N:43]([C:49]([O:51][C:52]([CH3:55])([CH3:54])[CH3:53])=[O:50])[CH2:48][CH2:47]4)=[C:13]3[CH:12]=[N:11]2)=[CH:7][CH:6]=1. The catalyst class is: 3. (5) Reactant: [Br:1][C:2]1[N:7]=[C:6]2[N:8]([C:11]([C:13]3[CH:18]=[CH:17][CH:16]=[CH:15][CH:14]=3)=O)[CH:9]=[CH:10][C:5]2=[CH:4][CH:3]=1.[O:19]1CCOCC1. Product: [Br:1][C:2]1[N:7]=[C:6]2[N:8]([C:11]3[CH:13]=[CH:18][CH:17]=[CH:16][C:15]=3[CH:14]=[O:19])[CH:9]=[CH:10][C:5]2=[CH:4][CH:3]=1. The catalyst class is: 500. (6) Reactant: P(Cl)(Cl)([Cl:3])=O.[F:6][C:7](=[C:17]([F:19])[F:18])[CH2:8][CH2:9][S:10][CH:11]1[NH:15][C:14](=O)[CH2:13][O:12]1.N1C=CC=CC=1. Product: [Cl:3][C:14]1[N:15]=[C:11]([S:10][CH2:9][CH2:8][C:7]([F:6])=[C:17]([F:19])[F:18])[O:12][CH:13]=1. The catalyst class is: 4. (7) Reactant: [NH2:1][C:2]1[CH:39]=[CH:38][C:5]([O:6][C:7]2[CH:12]=[CH:11][N:10]=[C:9]3[N:13]([CH2:29][C:30]4[CH:35]=[CH:34][C:33]([O:36][CH3:37])=[CH:32][CH:31]=4)[N:14]=[C:15]([N:16]4[CH2:21][CH2:20][N:19]([C:22]([O:24][C:25]([CH3:28])([CH3:27])[CH3:26])=[O:23])[CH2:18][CH2:17]4)[C:8]=23)=[C:4]([F:40])[CH:3]=1.[F:41][C:42]1[CH:47]=[CH:46][C:45]([N:48]2[CH2:53][CH:52]3[C:50]([C:54](O)=[O:55])([CH2:51]3)[C:49]2=[O:57])=[CH:44][CH:43]=1.CCN=C=NCCCN(C)C.C1C=CC2N(O)N=NC=2C=1.[NH4+].[Cl-]. Product: [CH3:37][O:36][C:33]1[CH:34]=[CH:35][C:30]([CH2:29][N:13]2[C:9]3=[N:10][CH:11]=[CH:12][C:7]([O:6][C:5]4[CH:38]=[CH:39][C:2]([NH:1][C:54]([C:50]56[CH2:51][CH:52]5[CH2:53][N:48]([C:45]5[CH:46]=[CH:47][C:42]([F:41])=[CH:43][CH:44]=5)[C:49]6=[O:57])=[O:55])=[CH:3][C:4]=4[F:40])=[C:8]3[C:15]([N:16]3[CH2:17][CH2:18][N:19]([C:22]([O:24][C:25]([CH3:27])([CH3:28])[CH3:26])=[O:23])[CH2:20][CH2:21]3)=[N:14]2)=[CH:31][CH:32]=1. The catalyst class is: 3.